From a dataset of Peptide-MHC class II binding affinity with 134,281 pairs from IEDB. Regression. Given a peptide amino acid sequence and an MHC pseudo amino acid sequence, predict their binding affinity value. This is MHC class II binding data. The peptide sequence is ALSRVQSMFLGTGGS. The MHC is HLA-DPA10201-DPB11401 with pseudo-sequence HLA-DPA10201-DPB11401. The binding affinity (normalized) is 0.457.